Predict the product of the given reaction. From a dataset of Forward reaction prediction with 1.9M reactions from USPTO patents (1976-2016). Given the reactants C1OC2C(=CC=[C-]C=2)O1.[Mg+2].[Br-].[CH3:12][O:13][C:14]1[CH:15]=[C:16]([Mg]Br)[CH:17]=[CH:18][C:19]=1[O:20][CH3:21].C(N1C2C(=CC=CC=2)C(=O)C1=O)CCCC.[Cl:40][C:41]1[CH:58]=[CH:57][C:44]([CH2:45][N:46]2[C:54]3[C:49](=[CH:50][CH:51]=[CH:52][CH:53]=3)[C:48](=[O:55])[C:47]2=[O:56])=[CH:43][CH:42]=1, predict the reaction product. The product is: [Cl:40][C:41]1[CH:42]=[CH:43][C:44]([CH2:45][N:46]2[C:54]3[C:49](=[CH:50][CH:51]=[CH:52][CH:53]=3)[C:48]([C:16]3[CH:17]=[CH:18][C:19]([O:20][CH3:21])=[C:14]([O:13][CH3:12])[CH:15]=3)([OH:55])[C:47]2=[O:56])=[CH:57][CH:58]=1.